This data is from Full USPTO retrosynthesis dataset with 1.9M reactions from patents (1976-2016). The task is: Predict the reactants needed to synthesize the given product. (1) Given the product [C:48]([C:47]1[CH:46]=[CH:45][C:44]([C@H:26]2[N:25]([C:11]([NH:59][CH:56]3[CH2:57][CH2:58][S:53](=[O:60])(=[O:52])[CH2:54][CH2:55]3)=[O:12])[C:24](=[O:23])[N:29]([C:30]3[CH:35]=[CH:34][CH:33]=[C:32]([C:36]([F:37])([F:38])[F:39])[CH:31]=3)[C:28]3[CH2:40][CH2:41][C:42](=[O:43])[C:27]2=3)=[CH:51][CH:50]=1)#[N:49], predict the reactants needed to synthesize it. The reactants are: C(N(CC)C(C)C)(C)C.Cl[C:11](OC1C=CC([N+]([O-])=O)=CC=1)=[O:12].[O:23]=[C:24]1[N:29]([C:30]2[CH:35]=[CH:34][CH:33]=[C:32]([C:36]([F:39])([F:38])[F:37])[CH:31]=2)[C:28]2[CH2:40][CH2:41][C:42](=[O:43])[C:27]=2[C@@H:26]([C:44]2[CH:51]=[CH:50][C:47]([C:48]#[N:49])=[CH:46][CH:45]=2)[NH:25]1.[O:52]=[S:53]1(=[O:60])[CH2:58][CH2:57][CH:56]([NH2:59])[CH2:55][CH2:54]1. (2) Given the product [OH:1][CH:2]1[CH2:7][CH2:6][CH:5]([C:8]2[CH:23]=[CH:22][C:11]([O:12][CH2:13][CH2:14][CH2:15][N:16]3[CH2:17][CH2:18][CH2:19][CH2:20][CH2:21]3)=[CH:10][CH:9]=2)[CH2:4][CH2:3]1, predict the reactants needed to synthesize it. The reactants are: [O:1]=[C:2]1[CH2:7][CH2:6][CH:5]([C:8]2[CH:23]=[CH:22][C:11]([O:12][CH2:13][CH2:14][CH2:15][N:16]3[CH2:21][CH2:20][CH2:19][CH2:18][CH2:17]3)=[CH:10][CH:9]=2)[CH2:4][CH2:3]1.[BH4-].[Na+].C(O)(=O)C(O)=O. (3) Given the product [F:24][C:25]1[CH:31]=[CH:30][C:28]([NH:29][C:19](=[O:21])[C:18]2[CH:22]=[CH:23][C:15]([O:14][CH2:13][C:3]3[C:4]([C:7]4[CH:8]=[CH:9][CH:10]=[CH:11][CH:12]=4)=[N:5][O:6][C:2]=3[CH3:1])=[N:16][CH:17]=2)=[CH:27][CH:26]=1, predict the reactants needed to synthesize it. The reactants are: [CH3:1][C:2]1[O:6][N:5]=[C:4]([C:7]2[CH:12]=[CH:11][CH:10]=[CH:9][CH:8]=2)[C:3]=1[CH2:13][O:14][C:15]1[CH:23]=[CH:22][C:18]([C:19]([OH:21])=O)=[CH:17][N:16]=1.[F:24][C:25]1[CH:31]=[CH:30][C:28]([NH2:29])=[CH:27][CH:26]=1. (4) Given the product [CH3:7][C:6]1([CH3:8])[C:2]([CH3:1])([CH3:22])[O:3][B:4]([C:9]2[CH2:14][CH2:13][NH:12][CH2:11][CH:10]=2)[O:5]1, predict the reactants needed to synthesize it. The reactants are: [CH3:1][C:2]1([CH3:22])[C:6]([CH3:8])([CH3:7])[O:5][B:4]([C:9]2[CH2:14][CH2:13][N:12](C(OC(C)(C)C)=O)[CH2:11][CH:10]=2)[O:3]1.Cl.CCOC(C)=O. (5) Given the product [CH2:17]([N:16]([CH2:19][CH3:20])[CH2:15][CH2:14][N:13]1[C:12]2[CH:21]=[CH:22][C:23]([NH:25][C:39]([NH:38][C:30](=[O:37])[C:31]3[CH:32]=[CH:33][CH:34]=[CH:35][CH:36]=3)=[S:40])=[CH:24][C:11]=2[N:10]=[C:9]1[CH2:8][C:7]1[CH:28]=[CH:29][C:4]([O:3][CH2:1][CH3:2])=[CH:5][CH:6]=1)[CH3:18], predict the reactants needed to synthesize it. The reactants are: [CH2:1]([O:3][C:4]1[CH:29]=[CH:28][C:7]([CH2:8][C:9]2[N:13]([CH2:14][CH2:15][N:16]([CH2:19][CH3:20])[CH2:17][CH3:18])[C:12]3[CH:21]=[CH:22][C:23]([N+:25]([O-])=O)=[CH:24][C:11]=3[N:10]=2)=[CH:6][CH:5]=1)[CH3:2].[C:30]([N:38]=[C:39]=[S:40])(=[O:37])[C:31]1[CH:36]=[CH:35][CH:34]=[CH:33][CH:32]=1. (6) The reactants are: [C:1]([NH:18][C@H:19]([C:30]([OH:32])=O)[CH2:20][C:21]1[C:29]2[C:24](=[CH:25][CH:26]=[CH:27][CH:28]=2)[NH:23][CH:22]=1)([O:3][CH2:4][CH:5]1[C:17]2[C:12](=[CH:13][CH:14]=[CH:15][CH:16]=2)[C:11]2[C:6]1=[CH:7][CH:8]=[CH:9][CH:10]=2)=[O:2].N1C=CC=CC=1.N1C(F)=NC(F)=NC=1[F:41]. Given the product [C:1]([NH:18][C@H:19]([C:30]([F:41])=[O:32])[CH2:20][C:21]1[C:29]2[C:24](=[CH:25][CH:26]=[CH:27][CH:28]=2)[NH:23][CH:22]=1)([O:3][CH2:4][CH:5]1[C:17]2[C:12](=[CH:13][CH:14]=[CH:15][CH:16]=2)[C:11]2[C:6]1=[CH:7][CH:8]=[CH:9][CH:10]=2)=[O:2], predict the reactants needed to synthesize it. (7) Given the product [Cl:11][C:12]1[C:17]([Cl:18])=[CH:16][CH:15]=[CH:14][C:13]=1[S:19]([NH:22][C:23]1[C:28]([O:8][CH2:7][C:6]2[CH:9]=[CH:10][C:3]([O:2][CH3:1])=[CH:4][CH:5]=2)=[N:27][C:26]([Cl:30])=[CH:25][N:24]=1)(=[O:21])=[O:20], predict the reactants needed to synthesize it. The reactants are: [CH3:1][O:2][C:3]1[CH:10]=[CH:9][C:6]([CH2:7][OH:8])=[CH:5][CH:4]=1.[Cl:11][C:12]1[C:17]([Cl:18])=[CH:16][CH:15]=[CH:14][C:13]=1[S:19]([NH:22][C:23]1[C:28](Cl)=[N:27][C:26]([Cl:30])=[CH:25][N:24]=1)(=[O:21])=[O:20].